Dataset: Forward reaction prediction with 1.9M reactions from USPTO patents (1976-2016). Task: Predict the product of the given reaction. Given the reactants [C:1]([C:3]1[C:11]2[C:6](=[CH:7][CH:8]=[CH:9][CH:10]=2)[NH:5][CH:4]=1)#[N:2].[CH2:12]=[O:13].C(N(CC)CC)C, predict the reaction product. The product is: [C:1]([C:3]1[C:11]2[C:6](=[CH:7][CH:8]=[CH:9][CH:10]=2)[N:5]([CH2:12][OH:13])[CH:4]=1)#[N:2].